This data is from Full USPTO retrosynthesis dataset with 1.9M reactions from patents (1976-2016). The task is: Predict the reactants needed to synthesize the given product. (1) Given the product [F:1][C:2]1[CH:7]=[CH:6][C:5]([C@:8]2([CH2:32][CH2:33][CH2:34][OH:35])[O:13][C:12](=[O:14])[N:11]([C@H:15]([C:17]3[CH:18]=[CH:19][C:20]([C:37]4[CH:42]=[CH:41][N:40]=[CH:39][N:38]=4)=[CH:21][CH:22]=3)[CH3:16])[CH2:10][CH2:9]2)=[CH:4][CH:3]=1, predict the reactants needed to synthesize it. The reactants are: [F:1][C:2]1[CH:7]=[CH:6][C:5]([C@:8]2([CH2:32][CH2:33][CH2:34][OH:35])[O:13][C:12](=[O:14])[N:11]([C@H:15]([C:17]3[CH:22]=[CH:21][C:20](B4OC(C)(C)C(C)(C)O4)=[CH:19][CH:18]=3)[CH3:16])[CH2:10][CH2:9]2)=[CH:4][CH:3]=1.Cl[C:37]1[CH:42]=[CH:41][N:40]=[CH:39][N:38]=1. (2) Given the product [Cl:19][C:20]1[CH:25]=[C:24]([Cl:26])[CH:23]=[CH:22][C:21]=1[CH:27]1[CH2:36][CH2:35][C:34]2[C:29](=[CH:30][CH:31]=[C:32]([OH:38])[CH:33]=2)[O:28]1, predict the reactants needed to synthesize it. The reactants are: FC1C=C(C2CCC3C(=CC=C(O)C=3)O2)C=CC=1.[Cl:19][C:20]1[CH:25]=[C:24]([Cl:26])[CH:23]=[CH:22][C:21]=1[CH:27]1[CH2:36][CH:35](O)[C:34]2[C:29](=[CH:30][CH:31]=[C:32]([OH:38])[CH:33]=2)[O:28]1. (3) The reactants are: OC(C(F)(F)F)=O.[CH3:8][O:9][C:10]1[CH:11]=[C:12]([C@@H:18]2[NH:22][C@H:21]([C:23]([OH:25])=[O:24])[CH2:20][CH2:19]2)[CH:13]=[CH:14][C:15]=1[O:16][CH3:17].CCN(C(C)C)C(C)C.[CH3:35][C:36]([O:39][C:40](O[C:40]([O:39][C:36]([CH3:38])([CH3:37])[CH3:35])=[O:41])=[O:41])([CH3:38])[CH3:37].C1COCC1. Given the product [C:36]([O:39][C:40]([N:22]1[C@@H:18]([C:12]2[CH:13]=[CH:14][C:15]([O:16][CH3:17])=[C:10]([O:9][CH3:8])[CH:11]=2)[CH2:19][CH2:20][C@H:21]1[C:23]([OH:25])=[O:24])=[O:41])([CH3:38])([CH3:37])[CH3:35], predict the reactants needed to synthesize it. (4) Given the product [F:37][CH:36]([F:38])[CH2:35][O:1][C@H:2]1[CH2:6][CH2:5][N:4]([C:7]([C:9]2[N:13]3[CH:14]=[C:15]([C:23]([F:26])([F:25])[F:24])[CH:16]=[C:17]([C:18]4[O:22][CH:21]=[N:20][CH:19]=4)[C:12]3=[N:11][CH:10]=2)=[O:8])[CH2:3]1, predict the reactants needed to synthesize it. The reactants are: [OH:1][C@H:2]1[CH2:6][CH2:5][N:4]([C:7]([C:9]2[N:13]3[CH:14]=[C:15]([C:23]([F:26])([F:25])[F:24])[CH:16]=[C:17]([C:18]4[O:22][CH:21]=[N:20][CH:19]=4)[C:12]3=[N:11][CH:10]=2)=[O:8])[CH2:3]1.[H-].[Na+].FC(F)(F)S(O[CH2:35][CH:36]([F:38])[F:37])(=O)=O.[Cl-].[NH4+]. (5) Given the product [O:1]([C@H:2]1[CH2:7][CH2:6][C@H:5]([NH:8][C:9](=[O:15])[O:10][C:11]([CH3:12])([CH3:14])[CH3:13])[CH2:4][CH2:3]1)[C:16]1[CH:21]=[CH:20][CH:19]=[CH:18][CH:17]=1, predict the reactants needed to synthesize it. The reactants are: [OH:1][C@@H:2]1[CH2:7][CH2:6][C@H:5]([NH:8][C:9](=[O:15])[O:10][C:11]([CH3:14])([CH3:13])[CH3:12])[CH2:4][CH2:3]1.[C:16]1(O)[CH:21]=[CH:20][CH:19]=[CH:18][CH:17]=1.C1(P(C2C=CC=CC=2)C2C=CC=CC=2)C=CC=CC=1.N(C(OC(C)C)=O)=NC(OC(C)C)=O. (6) Given the product [Br:1][C:2]1[CH:3]=[C:4]([N:12]([CH2:19][CH3:20])[CH:13]2[CH2:18][CH2:17][O:16][CH2:15][CH2:14]2)[C:5]([CH3:11])=[C:6]([CH:10]=1)[C:7]([NH:22][CH2:23][C:24]1[C:25](=[O:34])[NH:26][C:27]([CH3:33])=[CH:28][C:29]=1[CH:30]([CH3:31])[CH3:32])=[O:9], predict the reactants needed to synthesize it. The reactants are: [Br:1][C:2]1[CH:3]=[C:4]([N:12]([CH2:19][CH3:20])[CH:13]2[CH2:18][CH2:17][O:16][CH2:15][CH2:14]2)[C:5]([CH3:11])=[C:6]([CH:10]=1)[C:7]([OH:9])=O.Cl.[NH2:22][CH2:23][C:24]1[C:25](=[O:34])[NH:26][C:27]([CH3:33])=[CH:28][C:29]=1[CH:30]([CH3:32])[CH3:31].C1CN([P+](ON2N=NC3C=CC=CC2=3)(N2CCCC2)N2CCCC2)CC1.F[P-](F)(F)(F)(F)F.CCN(C(C)C)C(C)C. (7) Given the product [CH3:23][N:17]1[CH2:16][C:15]2[C:19](=[CH:20][CH:21]=[C:13]([C:11]3[S:12][C:8]([C:4]4[CH:3]=[C:2]([NH:1][S:30]([C:24]5[CH:29]=[CH:28][CH:27]=[CH:26][CH:25]=5)(=[O:32])=[O:31])[CH:7]=[N:6][CH:5]=4)=[CH:9][CH:10]=3)[CH:14]=2)[C:18]1=[O:22], predict the reactants needed to synthesize it. The reactants are: [NH2:1][C:2]1[CH:3]=[C:4]([C:8]2[S:12][C:11]([C:13]3[CH:14]=[C:15]4[C:19](=[CH:20][CH:21]=3)[C:18](=[O:22])[N:17]([CH3:23])[CH2:16]4)=[CH:10][CH:9]=2)[CH:5]=[N:6][CH:7]=1.[C:24]1([S:30](Cl)(=[O:32])=[O:31])[CH:29]=[CH:28][CH:27]=[CH:26][CH:25]=1. (8) Given the product [Cl:1][C:2]1[CH:3]=[C:4]([CH:7]=[C:8]([Cl:10])[CH:9]=1)[CH2:5][NH:17][CH2:16][C:15]1[CH:18]=[CH:19][C:12]([F:11])=[CH:13][CH:14]=1, predict the reactants needed to synthesize it. The reactants are: [Cl:1][C:2]1[CH:3]=[C:4]([CH:7]=[C:8]([Cl:10])[CH:9]=1)[CH:5]=O.[F:11][C:12]1[CH:19]=[CH:18][C:15]([CH2:16][NH2:17])=[CH:14][CH:13]=1.C(O[BH-](OC(=O)C)OC(=O)C)(=O)C.[Na+].C([O-])(O)=O.[Na+]. (9) Given the product [ClH:46].[CH2:38]([N:36]([CH3:37])[CH2:35][CH2:34][CH2:33][N:32]1[C:31]2[CH:30]=[CH:29][C:17]([C:18]([N:20]([CH2:21][CH:22]([CH3:23])[CH3:24])[CH2:25][CH:26]([CH3:27])[CH3:28])=[O:19])=[CH:16][C:15]=2[N:14]=[C:12]1[NH:11][C:5]1[CH:6]=[C:7]([O:47][CH3:48])[CH:8]=[C:3]([O:2][CH3:1])[CH:4]=1)[C:39]1[CH:44]=[CH:43][CH:42]=[CH:41][CH:40]=1, predict the reactants needed to synthesize it. The reactants are: [CH3:1][O:2][C:3]1[CH:4]=[C:5]([N:11]=[C:12]=S)[CH:6]=[CH:7][C:8]=1OC.[NH2:14][C:15]1[CH:16]=[C:17]([CH:29]=[CH:30][C:31]=1[NH:32][CH2:33][CH2:34][CH2:35][N:36]([CH2:38][C:39]1[CH:44]=[CH:43][CH:42]=[CH:41][CH:40]=1)[CH3:37])[C:18]([N:20]([CH2:25][CH:26]([CH3:28])[CH3:27])[CH2:21][CH:22]([CH3:24])[CH3:23])=[O:19].N.[ClH:46].[O:47]1CCC[CH2:48]1. (10) Given the product [Cl:2][C:3]1[C:4]([CH3:25])=[C:5]([CH:9]=[C:10]([Cl:24])[C:11]=1[O:12][C:13]1[CH:18]=[C:17]([CH:19]([CH3:21])[CH3:20])[C:16]([OH:22])=[C:15]([Br:23])[CH:14]=1)[C:6]([O:8][CH3:26])=[O:7], predict the reactants needed to synthesize it. The reactants are: Cl.[Cl:2][C:3]1[C:4]([CH3:25])=[C:5]([CH:9]=[C:10]([Cl:24])[C:11]=1[O:12][C:13]1[CH:18]=[C:17]([CH:19]([CH3:21])[CH3:20])[C:16]([OH:22])=[C:15]([Br:23])[CH:14]=1)[C:6]([OH:8])=[O:7].[CH3:26]O.